Dataset: Full USPTO retrosynthesis dataset with 1.9M reactions from patents (1976-2016). Task: Predict the reactants needed to synthesize the given product. (1) The reactants are: [NH2:1][C:2]1[CH:7]=[CH:6][CH:5]=[CH:4][C:3]=1[NH:8][C:9](=[O:28])[C:10]1[CH:15]=[CH:14][C:13]([CH2:16][N:17]2[CH2:25][C:24]3[C:19](=[CH:20][CH:21]=[CH:22][C:23]=3Br)[C:18]2=[O:27])=[CH:12][CH:11]=1.[CH3:29][O:30][C:31]1[CH:36]=[CH:35][C:34](B(O)O)=[CH:33][CH:32]=1. Given the product [NH2:1][C:2]1[CH:7]=[CH:6][CH:5]=[CH:4][C:3]=1[NH:8][C:9](=[O:28])[C:10]1[CH:15]=[CH:14][C:13]([CH2:16][N:17]2[CH2:25][C:24]3[C:19](=[CH:20][CH:21]=[CH:22][C:23]=3[C:34]3[CH:35]=[CH:36][C:31]([O:30][CH3:29])=[CH:32][CH:33]=3)[C:18]2=[O:27])=[CH:12][CH:11]=1, predict the reactants needed to synthesize it. (2) Given the product [CH:1]1([CH2:4][O:5][C:6]2[CH:7]=[C:8]([C:14]3[O:15][CH:16]=[C:17]([CH2:19][NH:20][C:50](=[O:51])[C:45]4[C:44]([CH3:43])=[CH:49][CH:48]=[CH:47][N:46]=4)[N:18]=3)[CH:9]=[CH:10][C:11]=2[O:12][CH3:13])[CH2:3][CH2:2]1, predict the reactants needed to synthesize it. The reactants are: [CH:1]1([CH2:4][O:5][C:6]2[CH:7]=[C:8]([C:14]3[O:15][CH:16]=[C:17]([CH2:19][NH2:20])[N:18]=3)[CH:9]=[CH:10][C:11]=2[O:12][CH3:13])[CH2:3][CH2:2]1.ON1C2C=CC=CC=2N=N1.Cl.C(N=C=NCCCN(C)C)C.[CH3:43][C:44]1[C:45]([C:50](O)=[O:51])=[N:46][CH:47]=[CH:48][CH:49]=1.